From a dataset of Full USPTO retrosynthesis dataset with 1.9M reactions from patents (1976-2016). Predict the reactants needed to synthesize the given product. (1) Given the product [NH2:26][C:21]1[CH:22]=[CH:23][CH:24]=[CH:25][C:20]=1[CH2:19][N:15]1[CH2:16][C:17](=[O:18])[N:13]([C:11]2[CH:10]=[N:9][N:8]([CH2:7][C:6]3[C:2]([CH3:1])=[N:3][O:4][C:5]=3[CH3:30])[CH:12]=2)[C:14]1=[O:29], predict the reactants needed to synthesize it. The reactants are: [CH3:1][C:2]1[C:6]([CH2:7][N:8]2[CH:12]=[C:11]([N:13]3[C:17](=[O:18])[CH2:16][N:15]([CH2:19][C:20]4[CH:25]=[CH:24][CH:23]=[CH:22][C:21]=4[N+:26]([O-])=O)[C:14]3=[O:29])[CH:10]=[N:9]2)=[C:5]([CH3:30])[O:4][N:3]=1. (2) Given the product [O:1]1[C:6]2[CH:7]=[CH:8][C:9]([S:11][C:12]3[CH:17]=[CH:16][C:15](/[CH:18]=[CH:19]/[C:20]([N:22]4[CH2:27][CH2:26][CH:25]([C:28]([OH:30])=[O:29])[CH2:24][CH2:23]4)=[O:21])=[C:14]([Cl:33])[C:13]=3[Cl:34])=[CH:10][C:5]=2[O:4][CH2:3][CH2:2]1, predict the reactants needed to synthesize it. The reactants are: [O:1]1[C:6]2[CH:7]=[CH:8][C:9]([S:11][C:12]3[CH:17]=[CH:16][C:15](/[CH:18]=[CH:19]/[C:20]([N:22]4[CH2:27][CH2:26][CH:25]([C:28]([O:30]CC)=[O:29])[CH2:24][CH2:23]4)=[O:21])=[C:14]([Cl:33])[C:13]=3[Cl:34])=[CH:10][C:5]=2[O:4][CH2:3][CH2:2]1.[OH-].[K+].[OH-].[Na+]. (3) Given the product [CH2:21]([CH:13]([CH2:12][CH2:11][C@H:7]1[CH2:8][CH2:9][CH2:10][C@@H:5]([O:4][CH2:1][CH:2]=[O:24])[CH2:6]1)[C:14]([O:16][C:17]([CH3:20])([CH3:19])[CH3:18])=[O:15])[CH3:22], predict the reactants needed to synthesize it. The reactants are: [CH2:1]([O:4][C@@H:5]1[CH2:10][CH2:9][CH2:8][C@H:7]([CH2:11][CH2:12][CH:13]([CH2:21][CH3:22])[C:14]([O:16][C:17]([CH3:20])([CH3:19])[CH3:18])=[O:15])[CH2:6]1)[CH:2]=C.I([O-])(=O)(=O)=[O:24].[Na+].C(OC)(C)(C)C. (4) Given the product [CH2:1]([O:3][C:4]([CH:6]1[CH2:11][CH2:10][N:9]([C:31]([C:14]2[N:15]=[C:16]3[C:21]([C:22]([F:24])([F:23])[F:25])=[CH:20][C:19]([C:26]4[CH:30]=[CH:29][O:28][CH:27]=4)=[CH:18][N:17]3[C:13]=2[Cl:12])=[O:32])[CH2:8][CH2:7]1)=[O:5])[CH3:2], predict the reactants needed to synthesize it. The reactants are: [CH2:1]([O:3][C:4]([CH:6]1[CH2:11][CH2:10][NH:9][CH2:8][CH2:7]1)=[O:5])[CH3:2].[Cl:12][C:13]1[N:17]2[CH:18]=[C:19]([C:26]3[CH:30]=[CH:29][O:28][CH:27]=3)[CH:20]=[C:21]([C:22]([F:25])([F:24])[F:23])[C:16]2=[N:15][C:14]=1[C:31](O)=[O:32].CN(C(ON1N=NC2C=CC=NC1=2)=[N+](C)C)C.F[P-](F)(F)(F)(F)F.CCN(C(C)C)C(C)C.C([O-])(O)=O.[Na+]. (5) Given the product [F:12][C:11]([F:14])([F:13])[C:8]1[CH:9]=[CH:10][C:5]([C:15](=[O:21])[C:16]([O:18][CH2:19][CH3:20])=[O:17])=[CH:6][CH:7]=1, predict the reactants needed to synthesize it. The reactants are: II.[Mg].Br[C:5]1[CH:10]=[CH:9][C:8]([C:11]([F:14])([F:13])[F:12])=[CH:7][CH:6]=1.[C:15](OCC)(=[O:21])[C:16]([O:18][CH2:19][CH3:20])=[O:17].[Cl-].[NH4+]. (6) Given the product [CH3:24][CH:2]([CH3:1])[CH2:3][CH:4]([C:8]1[CH:9]=[C:10]([C:30]2[CH:31]=[CH:32][C:27]([C:26]([F:39])([F:38])[F:25])=[CH:28][CH:29]=2)[CH:11]=[C:12]([CH:34]=[CH:33][C:30]2[CH:31]=[CH:32][C:27]([C:26]([F:39])([F:38])[F:25])=[CH:28][CH:29]=2)[CH:13]=1)[C:5]([OH:7])=[O:6], predict the reactants needed to synthesize it. The reactants are: [CH3:1][CH:2]([CH3:24])[CH2:3][CH:4]([C:8]1[CH:9]=[C:10](C2C=CC=CC=2)[CH:11]=[C:12](C(F)(F)F)[CH:13]=1)[C:5]([OH:7])=[O:6].[F:25][C:26]([F:39])([F:38])[C:27]1[CH:32]=[CH:31][C:30](/[CH:33]=[CH:34]/B(O)O)=[CH:29][CH:28]=1.